From a dataset of NCI-60 drug combinations with 297,098 pairs across 59 cell lines. Regression. Given two drug SMILES strings and cell line genomic features, predict the synergy score measuring deviation from expected non-interaction effect. (1) Drug 1: CN1C(=O)N2C=NC(=C2N=N1)C(=O)N. Drug 2: C1C(C(OC1N2C=NC3=C2NC=NCC3O)CO)O. Cell line: OVCAR3. Synergy scores: CSS=5.58, Synergy_ZIP=-3.31, Synergy_Bliss=-5.73, Synergy_Loewe=0.533, Synergy_HSA=-4.06. (2) Drug 1: C1C(C(OC1N2C=C(C(=O)NC2=O)F)CO)O. Drug 2: N.N.Cl[Pt+2]Cl. Cell line: MALME-3M. Synergy scores: CSS=61.3, Synergy_ZIP=-4.02, Synergy_Bliss=-3.79, Synergy_Loewe=0.886, Synergy_HSA=0.969. (3) Drug 1: CCC(=C(C1=CC=CC=C1)C2=CC=C(C=C2)OCCN(C)C)C3=CC=CC=C3.C(C(=O)O)C(CC(=O)O)(C(=O)O)O. Drug 2: CCN(CC)CCCC(C)NC1=C2C=C(C=CC2=NC3=C1C=CC(=C3)Cl)OC. Cell line: HCC-2998. Synergy scores: CSS=22.2, Synergy_ZIP=-4.41, Synergy_Bliss=5.26, Synergy_Loewe=-3.68, Synergy_HSA=-2.94. (4) Drug 1: C1CCN(CC1)CCOC2=CC=C(C=C2)C(=O)C3=C(SC4=C3C=CC(=C4)O)C5=CC=C(C=C5)O. Synergy scores: CSS=1.49, Synergy_ZIP=-1.14, Synergy_Bliss=-3.30, Synergy_Loewe=-8.44, Synergy_HSA=-8.62. Drug 2: C(=O)(N)NO. Cell line: KM12. (5) Drug 1: C1CC(=O)NC(=O)C1N2CC3=C(C2=O)C=CC=C3N. Drug 2: B(C(CC(C)C)NC(=O)C(CC1=CC=CC=C1)NC(=O)C2=NC=CN=C2)(O)O. Cell line: OVCAR-5. Synergy scores: CSS=2.87, Synergy_ZIP=-1.65, Synergy_Bliss=-1.89, Synergy_Loewe=-1.09, Synergy_HSA=-1.18.